Dataset: Catalyst prediction with 721,799 reactions and 888 catalyst types from USPTO. Task: Predict which catalyst facilitates the given reaction. Reactant: [CH3:1][S:2](Cl)(=[O:4])=[O:3].[Cl:6][C:7]1[CH:12]=[CH:11][CH:10]=[CH:9][C:8]=1[C:13]1[O:14][C:15]2[C:20]([C:21](=[O:23])[CH:22]=1)=[C:19]([O:24][CH3:25])[CH:18]=[C:17]([O:26][CH3:27])[C:16]=2[C@@H:28]1[CH2:33][CH2:32][N:31]([CH2:34][CH2:35][CH3:36])[CH2:30][C@H:29]1[OH:37].C(N(CC)CC)C. Product: [Cl:6][C:7]1[CH:12]=[CH:11][CH:10]=[CH:9][C:8]=1[C:13]1[O:14][C:15]2[C:20]([C:21](=[O:23])[CH:22]=1)=[C:19]([O:24][CH3:25])[CH:18]=[C:17]([O:26][CH3:27])[C:16]=2[C@@H:28]1[CH2:33][CH2:32][N:31]([CH2:34][CH2:35][CH3:36])[CH2:30][C@H:29]1[O:37][S:2]([CH3:1])(=[O:4])=[O:3]. The catalyst class is: 22.